From a dataset of Reaction yield outcomes from USPTO patents with 853,638 reactions. Predict the reaction yield, written as a fraction of the theoretical maximum amount of product (1.0 means a 100% yield; for example, 0.34 means a 34% yield). (1) The catalyst is O. The product is [CH2:7]([O:9][C:10]([C:12]1([CH:15]=[O:16])[CH2:14][CH2:13]1)=[O:11])[CH3:8]. The reactants are C(O)(=O)C(O)=O.[CH2:7]([O:9][C:10]([C:12]1([CH:15]2NC(C)(C)CC(C)[O:16]2)[CH2:14][CH2:13]1)=[O:11])[CH3:8]. The yield is 0.510. (2) The reactants are [CH3:1][CH:2]([S:4](Cl)(=[O:6])=[O:5])[CH3:3].[Br:8][C:9]1[CH:10]=[C:11]2[C:15](=[CH:16][CH:17]=1)[CH:14]([NH2:18])[CH2:13][CH2:12]2.N12CCCN=C1CCCCC2. The catalyst is C(Cl)Cl. The product is [Br:8][C:9]1[CH:10]=[C:11]2[C:15](=[CH:16][CH:17]=1)[CH:14]([NH:18][S:4]([CH:2]([CH3:3])[CH3:1])(=[O:6])=[O:5])[CH2:13][CH2:12]2. The yield is 0.310. (3) The reactants are [H-].[Na+].[N:3]1[CH:8]=[CH:7][C:6]([N:9]2[CH2:13][CH2:12][NH:11][C:10]2=[O:14])=[CH:5][CH:4]=1.CN(C=O)C.Br[CH2:21][C:22]([O:24][C:25]([CH3:28])([CH3:27])[CH3:26])=[O:23]. The catalyst is O. The product is [O:14]=[C:10]1[N:9]([C:6]2[CH:5]=[CH:4][N:3]=[CH:8][CH:7]=2)[CH2:13][CH2:12][N:11]1[CH2:21][C:22]([O:24][C:25]([CH3:28])([CH3:27])[CH3:26])=[O:23]. The yield is 0.680. (4) The reactants are P([O-])([O-])([O-])=O.CC1(C)N([O])C(C)(C)CCC1.[Br:17][C:18]1[C:19]([O:26][CH2:27][CH:28]2[CH2:30][CH2:29]2)=[CH:20][C:21]([CH2:24][OH:25])=[N:22][CH:23]=1.Cl[O-:32].[Na+].[OH-].[Na+].Cl. The catalyst is C(#N)C.O. The product is [Br:17][C:18]1[C:19]([O:26][CH2:27][CH:28]2[CH2:30][CH2:29]2)=[CH:20][C:21]([C:24]([OH:32])=[O:25])=[N:22][CH:23]=1. The yield is 0.270. (5) The reactants are FC(F)(F)C1C=C(NC(=O)NC2C=CC(C3SC(CCC(OC)=O)=NC=3)=CC=2)C=CC=1.[NH2:32][C:33]1[CH:38]=[CH:37][C:36]([C:39]2[S:43][C:42]([CH:44]3[CH2:49][CH2:48][CH:47]([C:50]([O:52][CH3:53])=[O:51])[CH2:46][CH2:45]3)=[N:41][CH:40]=2)=[CH:35][CH:34]=1.[Cl:54][C:55]1[CH:56]=[C:57]([N:61]=[C:62]=[O:63])[CH:58]=[CH:59][CH:60]=1. No catalyst specified. The product is [Cl:54][C:55]1[CH:56]=[C:57]([NH:61][C:62](=[O:63])[NH:32][C:33]2[CH:34]=[CH:35][C:36]([C:39]3[S:43][C:42]([CH:44]4[CH2:45][CH2:46][CH:47]([C:50]([O:52][CH3:53])=[O:51])[CH2:48][CH2:49]4)=[N:41][CH:40]=3)=[CH:37][CH:38]=2)[CH:58]=[CH:59][CH:60]=1. The yield is 0.450. (6) The reactants are [NH2:1][C:2]1[C:3]([CH2:21][S:22]([C:25]2[CH:30]=[CH:29][CH:28]=[CH:27][CH:26]=2)(=[O:24])=[O:23])=[N:4][C:5]([N:8]2[CH2:13][CH2:12][N:11]([CH2:14][C:15]3[CH:20]=[CH:19][CH:18]=[CH:17][CH:16]=3)[CH2:10][CH2:9]2)=[CH:6][CH:7]=1.O.[C:32]1(C)C=CC(S(O)(=O)=O)=CC=1.C(OCC)(OCC)OCC.O(C(C)(C)C)[K].[NH4+].[Cl-].C([O-])(O)=O.[Na+]. The catalyst is ClCCCl.C1COCC1.CCOC(C)=O.O. The product is [CH2:14]([N:11]1[CH2:10][CH2:9][N:8]([C:5]2[N:4]=[C:3]3[C:21]([S:22]([C:25]4[CH:26]=[CH:27][CH:28]=[CH:29][CH:30]=4)(=[O:24])=[O:23])=[CH:32][NH:1][C:2]3=[CH:7][CH:6]=2)[CH2:13][CH2:12]1)[C:15]1[CH:16]=[CH:17][CH:18]=[CH:19][CH:20]=1. The yield is 0.790.